Dataset: Peptide-MHC class II binding affinity with 134,281 pairs from IEDB. Task: Regression. Given a peptide amino acid sequence and an MHC pseudo amino acid sequence, predict their binding affinity value. This is MHC class II binding data. The peptide sequence is LTKLAAAWGGSGSEA. The MHC is HLA-DQA10101-DQB10501 with pseudo-sequence HLA-DQA10101-DQB10501. The binding affinity (normalized) is 0.